From a dataset of Reaction yield outcomes from USPTO patents with 853,638 reactions. Predict the reaction yield, written as a fraction of the theoretical maximum amount of product (1.0 means a 100% yield; for example, 0.34 means a 34% yield). (1) The reactants are [CH:1]1([CH:7]([C:19]2[CH:23]=[C:22]([C:24]3[CH:29]=[CH:28][C:27]([O:30][CH3:31])=[CH:26][CH:25]=3)[O:21][C:20]=2[CH3:32])[O:8][C:9]2[CH:18]=[CH:17][C:12]([C:13]([O:15]C)=[O:14])=[CH:11][CH:10]=2)[CH2:6][CH2:5][CH2:4][CH2:3][CH2:2]1.[OH-].[Na+].O.Cl. The catalyst is CO.O1CCCC1. The product is [CH:1]1([CH:7]([C:19]2[CH:23]=[C:22]([C:24]3[CH:25]=[CH:26][C:27]([O:30][CH3:31])=[CH:28][CH:29]=3)[O:21][C:20]=2[CH3:32])[O:8][C:9]2[CH:18]=[CH:17][C:12]([C:13]([OH:15])=[O:14])=[CH:11][CH:10]=2)[CH2:6][CH2:5][CH2:4][CH2:3][CH2:2]1. The yield is 0.380. (2) The reactants are C[O:2][C:3]([C:5]1[C:6]([NH:16][C:17]2[CH:22]=[CH:21][C:20]([Br:23])=[CH:19][C:18]=2[Cl:24])=[C:7]([F:15])[C:8]2[O:12][N:11]=[C:10]([CH3:13])[C:9]=2[CH:14]=1)=[O:4].[Li+].[OH-].Cl. The catalyst is C1COCC1.O.O. The product is [Br:23][C:20]1[CH:21]=[CH:22][C:17]([NH:16][C:6]2[C:5]([C:3]([OH:4])=[O:2])=[CH:14][C:9]3[C:10]([CH3:13])=[N:11][O:12][C:8]=3[C:7]=2[F:15])=[C:18]([Cl:24])[CH:19]=1. The yield is 0.990. (3) The reactants are [Cl:1][C:2]1[CH:31]=[CH:30][CH:29]=[CH:28][C:3]=1[C:4]([NH:6][C:7]1[CH:12]=[CH:11][C:10]([S:13][C:14]2[N:19]=[C:18](Cl)[CH:17]=[C:16]([NH:21][C:22]3[NH:23][N:24]=[C:25]([CH3:27])[CH:26]=3)[N:15]=2)=[CH:9][CH:8]=1)=[O:5].[NH:32]1[CH2:35][CH2:34][CH2:33]1.C(N(CC)C(C)C)(C)C. The catalyst is C(O)CCC. The product is [N:32]1([C:18]2[CH:17]=[C:16]([NH:21][C:22]3[NH:23][N:24]=[C:25]([CH3:27])[CH:26]=3)[N:15]=[C:14]([S:13][C:10]3[CH:9]=[CH:8][C:7]([NH:6][C:4](=[O:5])[C:3]4[CH:28]=[CH:29][CH:30]=[CH:31][C:2]=4[Cl:1])=[CH:12][CH:11]=3)[N:19]=2)[CH2:35][CH2:34][CH2:33]1. The yield is 0.520.